From a dataset of Catalyst prediction with 721,799 reactions and 888 catalyst types from USPTO. Predict which catalyst facilitates the given reaction. (1) Reactant: [N+:1]([O-:4])(O)=[O:2].C(Cl)Cl.[OH:8][C:9]1[C:18]([OH:19])=[CH:17][C:16]2[C:11](=[CH:12][CH:13]=[CH:14][CH:15]=2)[CH:10]=1. Product: [N+:1]([C:10]1[C:11]2[C:16](=[CH:15][CH:14]=[CH:13][CH:12]=2)[CH:17]=[C:18]([OH:19])[C:9]=1[OH:8])([O-:4])=[O:2]. The catalyst class is: 27. (2) Reactant: F[C:2]1[C:3]([CH3:23])=[N:4][C:5]2[C:10]([N:11]=1)=[C:9]([C:12]1[NH:20][C:19]3[CH:18]([CH3:21])[CH2:17][NH:16][C:15](=[O:22])[C:14]=3[CH:13]=1)[CH:8]=[CH:7][CH:6]=2.[CH3:24][NH:25][CH3:26]. The catalyst class is: 58. Product: [CH3:24][N:25]([CH3:26])[C:2]1[C:3]([CH3:23])=[N:4][C:5]2[C:10]([N:11]=1)=[C:9]([C:12]1[NH:20][C:19]3[CH:18]([CH3:21])[CH2:17][NH:16][C:15](=[O:22])[C:14]=3[CH:13]=1)[CH:8]=[CH:7][CH:6]=2. (3) Reactant: [Br:1][C:2]1[CH:3]=[C:4]([C:12]([OH:14])=O)[C:5]2[C:10]([CH:11]=1)=[CH:9][CH:8]=[CH:7][CH:6]=2.[NH2:15][C:16]1[C:17]([CH3:27])=[C:18]([CH:23]=[CH:24][C:25]=1[CH3:26])[C:19]([O:21][CH3:22])=[O:20].P(Cl)(Cl)Cl. Product: [Br:1][C:2]1[CH:3]=[C:4]([C:12]([NH:15][C:16]2[C:17]([CH3:27])=[C:18]([CH:23]=[CH:24][C:25]=2[CH3:26])[C:19]([O:21][CH3:22])=[O:20])=[O:14])[C:5]2[C:10]([CH:11]=1)=[CH:9][CH:8]=[CH:7][CH:6]=2. The catalyst class is: 144. (4) Reactant: C(OC([NH:8][C:9]1[C:17]([O:18][C:19]([F:22])([F:21])[F:20])=[CH:16][CH:15]=[CH:14][C:10]=1[C:11]([OH:13])=[O:12])=O)(C)(C)C. Product: [NH2:8][C:9]1[C:17]([O:18][C:19]([F:20])([F:21])[F:22])=[CH:16][CH:15]=[CH:14][C:10]=1[C:11]([OH:13])=[O:12]. The catalyst class is: 137. (5) Reactant: [CH3:1][O:2][C:3](=[O:13])[C:4]1[CH:9]=[C:8](Br)[C:7]([O:11][CH3:12])=[N:6][CH:5]=1.[F:14][C:15]([F:26])([F:25])[C:16]1[CH:17]=[C:18](B(O)O)[CH:19]=[CH:20][CH:21]=1.C(=O)(O)[O-].[Na+].C1(C)C=CC=CC=1. Product: [CH3:1][O:2][C:3](=[O:13])[C:4]1[CH:9]=[C:8]([C:20]2[CH:19]=[CH:18][CH:17]=[C:16]([C:15]([F:26])([F:25])[F:14])[CH:21]=2)[C:7]([O:11][CH3:12])=[N:6][CH:5]=1. The catalyst class is: 103. (6) Reactant: [CH3:1][C:2]1[C:6]2[C:7]([O:11][C:12]3[CH:17]=[CH:16][C:15]([N+:18]([O-])=O)=[CH:14][CH:13]=3)=[CH:8][CH:9]=[CH:10][C:5]=2[O:4][N:3]=1.O.O.[Sn](Cl)Cl. Product: [CH3:1][C:2]1[C:6]2[C:7]([O:11][C:12]3[CH:17]=[CH:16][C:15]([NH2:18])=[CH:14][CH:13]=3)=[CH:8][CH:9]=[CH:10][C:5]=2[O:4][N:3]=1. The catalyst class is: 14. (7) The catalyst class is: 545. Product: [Cl:30][C:2]([Cl:1])([Cl:29])[CH2:3][O:4][C:5]([C@@H:7]1[CH2:12][CH2:11][CH2:10][N:9]([C:13](=[O:28])[C@@H:14]([NH:20][C:21](=[O:23])[C@@H:60]([NH:59][C:57]([O:56][C:52]([CH3:54])([CH3:53])[CH3:55])=[O:58])[CH:61]([CH3:63])[CH3:62])[CH2:15][O:16][CH:17]([F:18])[F:19])[NH:8]1)=[O:6]. Reactant: [Cl:1][C:2]([Cl:30])([Cl:29])[CH2:3][O:4][C:5]([C@@H:7]1[CH2:12][CH2:11][CH2:10][N:9]([C:13](=[O:28])[C@@H:14]([NH:20][C:21]([O:23]C(C)(C)C)=O)[CH2:15][O:16][CH:17]([F:19])[F:18])[NH:8]1)=[O:6].FC(F)(F)S(O[Si](C)(C)C)(=O)=O.C(N(CC)C(C)C)(C)C.[C:52]([O:56][C:57]([NH:59][C@H:60](C(O)=O)[CH:61]([CH3:63])[CH3:62])=[O:58])([CH3:55])([CH3:54])[CH3:53].F[P-](F)(F)(F)(F)F.CN(C(N(C)C)=[N+]1C2C(=NC=CC=2)[N+]([O-])=N1)C.